Dataset: NCI-60 drug combinations with 297,098 pairs across 59 cell lines. Task: Regression. Given two drug SMILES strings and cell line genomic features, predict the synergy score measuring deviation from expected non-interaction effect. (1) Drug 1: CCCS(=O)(=O)NC1=C(C(=C(C=C1)F)C(=O)C2=CNC3=C2C=C(C=N3)C4=CC=C(C=C4)Cl)F. Drug 2: CC1CCCC2(C(O2)CC(NC(=O)CC(C(C(=O)C(C1O)C)(C)C)O)C(=CC3=CSC(=N3)C)C)C. Cell line: HCT116. Synergy scores: CSS=4.60, Synergy_ZIP=0.140, Synergy_Bliss=0.904, Synergy_Loewe=-6.33, Synergy_HSA=-1.35. (2) Drug 1: CC1=C2C(C(=O)C3(C(CC4C(C3C(C(C2(C)C)(CC1OC(=O)C(C(C5=CC=CC=C5)NC(=O)OC(C)(C)C)O)O)OC(=O)C6=CC=CC=C6)(CO4)OC(=O)C)OC)C)OC. Drug 2: C1C(C(OC1N2C=C(C(=O)NC2=O)F)CO)O. Cell line: CCRF-CEM. Synergy scores: CSS=65.4, Synergy_ZIP=-3.75, Synergy_Bliss=-5.16, Synergy_Loewe=-4.90, Synergy_HSA=-1.40. (3) Drug 1: COC1=CC(=CC(=C1O)OC)C2C3C(COC3=O)C(C4=CC5=C(C=C24)OCO5)OC6C(C(C7C(O6)COC(O7)C8=CC=CS8)O)O. Drug 2: C1CNP(=O)(OC1)N(CCCl)CCCl. Cell line: SW-620. Synergy scores: CSS=46.3, Synergy_ZIP=5.32, Synergy_Bliss=3.87, Synergy_Loewe=-31.1, Synergy_HSA=4.66. (4) Synergy scores: CSS=10.5, Synergy_ZIP=-3.48, Synergy_Bliss=-3.88, Synergy_Loewe=-7.58, Synergy_HSA=-2.65. Drug 1: C1CC(C1)(C(=O)O)C(=O)O.[NH2-].[NH2-].[Pt+2]. Drug 2: C1CN(P(=O)(OC1)NCCCl)CCCl. Cell line: MDA-MB-435. (5) Drug 1: C1CCC(C1)C(CC#N)N2C=C(C=N2)C3=C4C=CNC4=NC=N3. Drug 2: CN(C(=O)NC(C=O)C(C(C(CO)O)O)O)N=O. Cell line: UO-31. Synergy scores: CSS=12.3, Synergy_ZIP=-4.66, Synergy_Bliss=-3.79, Synergy_Loewe=-28.3, Synergy_HSA=-3.13. (6) Drug 1: C1=NC(=NC(=O)N1C2C(C(C(O2)CO)O)O)N. Drug 2: C1=CC=C(C(=C1)C(C2=CC=C(C=C2)Cl)C(Cl)Cl)Cl. Cell line: OVCAR-5. Synergy scores: CSS=3.71, Synergy_ZIP=-0.769, Synergy_Bliss=1.32, Synergy_Loewe=0.412, Synergy_HSA=1.41. (7) Drug 1: CC1OCC2C(O1)C(C(C(O2)OC3C4COC(=O)C4C(C5=CC6=C(C=C35)OCO6)C7=CC(=C(C(=C7)OC)O)OC)O)O. Drug 2: COCCOC1=C(C=C2C(=C1)C(=NC=N2)NC3=CC=CC(=C3)C#C)OCCOC.Cl. Cell line: MDA-MB-231. Synergy scores: CSS=28.8, Synergy_ZIP=6.14, Synergy_Bliss=6.46, Synergy_Loewe=1.77, Synergy_HSA=7.48. (8) Drug 1: CC1C(C(CC(O1)OC2CC(CC3=C2C(=C4C(=C3O)C(=O)C5=C(C4=O)C(=CC=C5)OC)O)(C(=O)C)O)N)O.Cl. Drug 2: CC1=C(C(CCC1)(C)C)C=CC(=CC=CC(=CC(=O)O)C)C. Cell line: ACHN. Synergy scores: CSS=47.5, Synergy_ZIP=2.36, Synergy_Bliss=2.29, Synergy_Loewe=4.15, Synergy_HSA=4.49. (9) Synergy scores: CSS=19.3, Synergy_ZIP=-2.70, Synergy_Bliss=-9.75, Synergy_Loewe=-17.3, Synergy_HSA=-10.9. Drug 2: CN(CC1=CN=C2C(=N1)C(=NC(=N2)N)N)C3=CC=C(C=C3)C(=O)NC(CCC(=O)O)C(=O)O. Drug 1: CNC(=O)C1=CC=CC=C1SC2=CC3=C(C=C2)C(=NN3)C=CC4=CC=CC=N4. Cell line: HT29. (10) Synergy scores: CSS=8.28, Synergy_ZIP=-5.83, Synergy_Bliss=-7.75, Synergy_Loewe=1.16, Synergy_HSA=-4.59. Cell line: K-562. Drug 2: CC12CCC3C(C1CCC2O)C(CC4=C3C=CC(=C4)O)CCCCCCCCCS(=O)CCCC(C(F)(F)F)(F)F. Drug 1: CC1CCC2CC(C(=CC=CC=CC(CC(C(=O)C(C(C(=CC(C(=O)CC(OC(=O)C3CCCCN3C(=O)C(=O)C1(O2)O)C(C)CC4CCC(C(C4)OC)O)C)C)O)OC)C)C)C)OC.